From a dataset of Peptide-MHC class I binding affinity with 185,985 pairs from IEDB/IMGT. Regression. Given a peptide amino acid sequence and an MHC pseudo amino acid sequence, predict their binding affinity value. This is MHC class I binding data. (1) The peptide sequence is LSPRPISYL. The MHC is Mamu-A01 with pseudo-sequence Mamu-A01. The binding affinity (normalized) is 1.00. (2) The binding affinity (normalized) is 0.0847. The peptide sequence is FPASHMATY. The MHC is HLA-B08:02 with pseudo-sequence HLA-B08:02. (3) The peptide sequence is TVPWPNETL. The MHC is Mamu-A01 with pseudo-sequence Mamu-A01. The binding affinity (normalized) is 1.00. (4) The peptide sequence is MLDPRFVKQ. The MHC is HLA-B57:01 with pseudo-sequence HLA-B57:01. The binding affinity (normalized) is 0.0847. (5) The peptide sequence is NVISSKISY. The MHC is HLA-A31:01 with pseudo-sequence HLA-A31:01. The binding affinity (normalized) is 0.214.